Dataset: NCI-60 drug combinations with 297,098 pairs across 59 cell lines. Task: Regression. Given two drug SMILES strings and cell line genomic features, predict the synergy score measuring deviation from expected non-interaction effect. (1) Drug 1: CC1=C(C=C(C=C1)C(=O)NC2=CC(=CC(=C2)C(F)(F)F)N3C=C(N=C3)C)NC4=NC=CC(=N4)C5=CN=CC=C5. Drug 2: CC1CCCC2(C(O2)CC(NC(=O)CC(C(C(=O)C(C1O)C)(C)C)O)C(=CC3=CSC(=N3)C)C)C. Cell line: NCI-H322M. Synergy scores: CSS=37.9, Synergy_ZIP=3.81, Synergy_Bliss=3.35, Synergy_Loewe=-20.3, Synergy_HSA=1.79. (2) Drug 1: CNC(=O)C1=CC=CC=C1SC2=CC3=C(C=C2)C(=NN3)C=CC4=CC=CC=N4. Drug 2: CC1=C2C(C(=O)C3(C(CC4C(C3C(C(C2(C)C)(CC1OC(=O)C(C(C5=CC=CC=C5)NC(=O)OC(C)(C)C)O)O)OC(=O)C6=CC=CC=C6)(CO4)OC(=O)C)O)C)O. Cell line: BT-549. Synergy scores: CSS=42.0, Synergy_ZIP=6.61, Synergy_Bliss=7.41, Synergy_Loewe=-38.1, Synergy_HSA=6.23. (3) Drug 1: CC12CCC(CC1=CCC3C2CCC4(C3CC=C4C5=CN=CC=C5)C)O. Drug 2: CC(C)NC(=O)C1=CC=C(C=C1)CNNC.Cl. Cell line: T-47D. Synergy scores: CSS=2.41, Synergy_ZIP=-1.80, Synergy_Bliss=-1.41, Synergy_Loewe=-9.34, Synergy_HSA=-3.12. (4) Drug 1: C1=C(C(=O)NC(=O)N1)F. Drug 2: CCC(=C(C1=CC=CC=C1)C2=CC=C(C=C2)OCCN(C)C)C3=CC=CC=C3.C(C(=O)O)C(CC(=O)O)(C(=O)O)O. Cell line: MDA-MB-231. Synergy scores: CSS=14.0, Synergy_ZIP=-9.85, Synergy_Bliss=-0.602, Synergy_Loewe=-1.69, Synergy_HSA=-0.210. (5) Drug 1: C1CCC(CC1)NC(=O)N(CCCl)N=O. Drug 2: C1CNP(=O)(OC1)N(CCCl)CCCl. Cell line: TK-10. Synergy scores: CSS=1.93, Synergy_ZIP=-3.59, Synergy_Bliss=1.16, Synergy_Loewe=0.916, Synergy_HSA=1.07. (6) Drug 2: C#CCC(CC1=CN=C2C(=N1)C(=NC(=N2)N)N)C3=CC=C(C=C3)C(=O)NC(CCC(=O)O)C(=O)O. Synergy scores: CSS=73.5, Synergy_ZIP=4.27, Synergy_Bliss=1.46, Synergy_Loewe=-30.3, Synergy_HSA=-1.53. Drug 1: CC1=C(C=C(C=C1)C(=O)NC2=CC(=CC(=C2)C(F)(F)F)N3C=C(N=C3)C)NC4=NC=CC(=N4)C5=CN=CC=C5. Cell line: NCI-H522. (7) Drug 1: C1=CC(=CC=C1CCCC(=O)O)N(CCCl)CCCl. Drug 2: CCC1(CC2CC(C3=C(CCN(C2)C1)C4=CC=CC=C4N3)(C5=C(C=C6C(=C5)C78CCN9C7C(C=CC9)(C(C(C8N6C)(C(=O)OC)O)OC(=O)C)CC)OC)C(=O)OC)O.OS(=O)(=O)O. Cell line: K-562. Synergy scores: CSS=29.6, Synergy_ZIP=-6.00, Synergy_Bliss=-4.59, Synergy_Loewe=-13.7, Synergy_HSA=-4.11.